From a dataset of Full USPTO retrosynthesis dataset with 1.9M reactions from patents (1976-2016). Predict the reactants needed to synthesize the given product. (1) Given the product [Cl:1][C:2]1[CH:39]=[CH:38][CH:37]=[CH:36][C:3]=1[O:4][CH:5]1[CH2:10][CH2:9][N:8]([C:11](=[O:35])[CH2:12][NH:13][C:14]([C:16]2[CH:20]=[C:19]([C:21]3[CH:26]=[CH:25][CH:24]=[CH:23][C:22]=3[OH:27])[NH:18][N:17]=2)=[O:15])[CH2:7][CH2:6]1, predict the reactants needed to synthesize it. The reactants are: [Cl:1][C:2]1[CH:39]=[CH:38][CH:37]=[CH:36][C:3]=1[O:4][CH:5]1[CH2:10][CH2:9][N:8]([C:11](=[O:35])[CH2:12][NH:13][C:14]([C:16]2[CH:20]=[C:19]([C:21]3[CH:26]=[CH:25][CH:24]=[CH:23][C:22]=3[O:27]CC3C=CC=CC=3)[NH:18][N:17]=2)=[O:15])[CH2:7][CH2:6]1. (2) The reactants are: Br[C:2]1[CH:11]=[CH:10][CH:9]=[C:8]2[C:3]=1[CH:4]=[CH:5][C:6]([NH:12][CH2:13][C:14]1[O:15][C:16]([CH3:19])=[CH:17][CH:18]=1)=[N:7]2.C(N(CC)CC)C.[CH3:27][O:28][C:29](=[O:33])[CH2:30][CH:31]=[CH2:32].C1(C)C=CC=CC=1P(C1C=CC=CC=1C)C1C=CC=CC=1C. Given the product [CH3:27][O:28][C:29](=[O:33])[CH2:30]/[CH:31]=[CH:32]/[C:2]1[CH:11]=[CH:10][CH:9]=[C:8]2[C:3]=1[CH:4]=[CH:5][C:6]([NH:12][CH2:13][C:14]1[O:15][C:16]([CH3:19])=[CH:17][CH:18]=1)=[N:7]2, predict the reactants needed to synthesize it.